Task: Predict the reactants needed to synthesize the given product.. Dataset: Full USPTO retrosynthesis dataset with 1.9M reactions from patents (1976-2016) (1) Given the product [CH:3]([P:2](=[O:16])([CH:6]([CH3:8])[CH3:7])[CH:9]=[CH2:10])([CH3:5])[CH3:4], predict the reactants needed to synthesize it. The reactants are: Cl[P:2]([CH:6]([CH3:8])[CH3:7])[CH:3]([CH3:5])[CH3:4].[CH:9]([Mg]Br)=[CH2:10].C1C[O:16]CC1. (2) Given the product [NH4+:13].[OH-:1].[NH2:13][C@@H:2]1[C:11]2[C:6](=[CH:7][CH:8]=[CH:9][CH:10]=2)[CH2:5][CH2:4][C@H:3]1[OH:1], predict the reactants needed to synthesize it. The reactants are: [O:1]1[CH:3]2[CH2:4][CH2:5][C:6]3[C:11]([CH:2]12)=[CH:10][CH:9]=[CH:8][CH:7]=3.[OH-].[NH4+:13]. (3) Given the product [CH3:29][N:24]1[C:23]([C:21]([NH:20][C:16]2[CH:15]=[C:14]([CH:19]=[CH:18][CH:17]=2)[C:12]([C:8]2[CH:7]=[C:6]3[C:11]([C:3](=[CH:2][NH:36][C:37]4[CH:38]=[CH:39][C:40]([CH2:43][C:44]([OH:46])=[O:45])=[CH:41][CH:42]=4)[C:4](=[O:30])[NH:5]3)=[CH:10][CH:9]=2)=[O:13])=[O:22])=[CH:27][C:26]([CH3:28])=[N:25]1, predict the reactants needed to synthesize it. The reactants are: O[CH:2]=[C:3]1[C:11]2[C:6](=[CH:7][C:8]([C:12]([C:14]3[CH:15]=[C:16]([NH:20][C:21]([C:23]4[N:24]([CH3:29])[N:25]=[C:26]([CH3:28])[CH:27]=4)=[O:22])[CH:17]=[CH:18][CH:19]=3)=[O:13])=[CH:9][CH:10]=2)[NH:5][C:4]1=[O:30].C1COCC1.[NH2:36][C:37]1[CH:42]=[CH:41][C:40]([CH2:43][C:44]([OH:46])=[O:45])=[CH:39][CH:38]=1.